From a dataset of Forward reaction prediction with 1.9M reactions from USPTO patents (1976-2016). Predict the product of the given reaction. Given the reactants [CH2:1]([O:8][CH2:9][CH:10]([C:19]1[NH:20][C:21]([C:29]2[CH:38]=[CH:37][CH:36]=[C:35]3[C:30]=2[N:31]=[C:32]([NH:40][C:41]([CH3:44])([CH3:43])[CH3:42])[C:33]([CH3:39])=[N:34]3)=[CH:22][C:23]=1[C:24]([O:26]CC)=[O:25])[NH:11]C(OC(C)(C)C)=O)[C:2]1[CH:7]=[CH:6][CH:5]=[CH:4][CH:3]=1.[Li+].[OH-].O1CCOCC1.O.[ClH:54], predict the reaction product. The product is: [ClH:54].[NH2:11][CH:10]([C:19]1[NH:20][C:21]([C:29]2[CH:38]=[CH:37][CH:36]=[C:35]3[C:30]=2[N:31]=[C:32]([NH:40][C:41]([CH3:44])([CH3:43])[CH3:42])[C:33]([CH3:39])=[N:34]3)=[CH:22][C:23]=1[C:24]([OH:26])=[O:25])[CH2:9][O:8][CH2:1][C:2]1[CH:7]=[CH:6][CH:5]=[CH:4][CH:3]=1.